Dataset: Catalyst prediction with 721,799 reactions and 888 catalyst types from USPTO. Task: Predict which catalyst facilitates the given reaction. (1) Reactant: C(Cl)(=O)C(Cl)=O.CS(C)=O.[OH:11][CH2:12][C:13]1[O:14][C:15]([C:18]([CH3:21])([CH3:20])[CH3:19])=[CH:16][N:17]=1.C(N(CC)CC)C. Product: [CH:12]([C:13]1[O:14][C:15]([C:18]([CH3:21])([CH3:20])[CH3:19])=[CH:16][N:17]=1)=[O:11]. The catalyst class is: 2. (2) Reactant: [Cl:1][C:2]1[CH:7]=[CH:6][CH:5]=[CH:4][C:3]=1[CH2:8][C:9]([OH:11])=O.Cl.C(N=C=NCCCN(C)C)C.ON1C2C=CC=CC=2N=N1.[Br:34][C:35]1[CH:47]=[CH:46][C:45]([OH:48])=[CH:44][C:36]=1[CH2:37][CH:38]1[CH2:43][CH2:42][NH:41][CH2:40][CH2:39]1. Product: [Br:34][C:35]1[CH:47]=[CH:46][C:45]([OH:48])=[CH:44][C:36]=1[CH2:37][CH:38]1[CH2:39][CH2:40][N:41]([C:9](=[O:11])[CH2:8][C:3]2[CH:4]=[CH:5][CH:6]=[CH:7][C:2]=2[Cl:1])[CH2:42][CH2:43]1. The catalyst class is: 9.